Dataset: Full USPTO retrosynthesis dataset with 1.9M reactions from patents (1976-2016). Task: Predict the reactants needed to synthesize the given product. (1) Given the product [Cl:1][C:2]1[C:7]([Cl:8])=[CH:6][CH:5]=[CH:4][C:3]=1[C:9]1[N:13]([CH2:22][C:23]2[CH:28]=[CH:27][C:26]([F:29])=[N:25][CH:24]=2)[N:12]=[N:11][N:10]=1, predict the reactants needed to synthesize it. The reactants are: [Cl:1][C:2]1[C:7]([Cl:8])=[CH:6][CH:5]=[CH:4][C:3]=1[C:9]1[NH:13][N:12]=[N:11][N:10]=1.C(N(CC)CC)C.Br[CH2:22][C:23]1[CH:24]=[N:25][C:26]([F:29])=[CH:27][CH:28]=1. (2) Given the product [O:10]([C:11]1[CH:16]=[CH:15][CH:14]=[CH:13][C:12]=1[CH2:17][C:18]1[CH:19]=[CH:20][C:21]([O:24][CH3:25])=[CH:22][CH:23]=1)[C@@H:9]1[O:26][C@H:27]([CH2:38][OH:39])[C@@H:28]([OH:34])[C@H:29]([OH:30])[C@H:8]1[OH:7], predict the reactants needed to synthesize it. The reactants are: C[O-].[Na+].C([O:7][C@@H:8]1[C@@H:29]([O:30]C(=O)C)[C@H:28]([O:34]C(=O)C)[C@@H:27]([CH2:38][O:39]C(=O)C)[O:26][C@H:9]1[O:10][C:11]1[CH:16]=[CH:15][CH:14]=[CH:13][C:12]=1[CH2:17][C:18]1[CH:23]=[CH:22][C:21]([O:24][CH3:25])=[CH:20][CH:19]=1)(=O)C. (3) Given the product [CH:1]1([C:5]2[C:13]([C:14]3[NH:18][C:17]([O:19][CH3:20])=[N:16][N:15]=3)=[CH:12][C:8]([C:9]([OH:23])=[O:10])=[C:7]([CH3:21])[CH:6]=2)[CH2:4][CH2:3][CH2:2]1, predict the reactants needed to synthesize it. The reactants are: [CH:1]1([C:5]2[C:13]([C:14]3[NH:18][C:17]([O:19][CH3:20])=[N:16][N:15]=3)=[CH:12][C:8]([C:9](N)=[O:10])=[C:7]([CH3:21])[CH:6]=2)[CH2:4][CH2:3][CH2:2]1.N([O-])=[O:23].[Na+]. (4) Given the product [F:16][C:4]([F:3])([F:15])[C:5]1[CH:10]=[CH:9][N:8]=[C:7]([CH2:11][C:12]([OH:14])=[O:13])[CH:6]=1.[CH2:11]([Li:2])[CH3:12], predict the reactants needed to synthesize it. The reactants are: [OH-].[Li+:2].[F:3][C:4]([F:16])([F:15])[C:5]1[CH:10]=[CH:9][N:8]=[C:7]([CH2:11][C:12]([O-:14])=[O:13])[CH:6]=1. (5) The reactants are: [CH2:1]([N:8]1[CH2:13][CH2:12][CH:11]([C:14]([NH:16][C:17]2[CH:22]=[CH:21][C:20]([CH2:23][NH:24][C:25]3[C:34]4[C:29](=[CH:30][CH:31]=[C:32]([CH3:35])[CH:33]=4)[N:28]=[C:27](Cl)[N:26]=3)=[CH:19][CH:18]=2)=[O:15])[CH2:10][CH2:9]1)[C:2]1[CH:7]=[CH:6][CH:5]=[CH:4][CH:3]=1.[N:37]1([CH:42]2[CH2:47][CH2:46][NH:45][CH2:44][CH2:43]2)[CH2:41][CH2:40][CH2:39][CH2:38]1. Given the product [CH2:1]([N:8]1[CH2:13][CH2:12][CH:11]([C:14]([NH:16][C:17]2[CH:22]=[CH:21][C:20]([CH2:23][NH:24][C:25]3[C:34]4[C:29](=[CH:30][CH:31]=[C:32]([CH3:35])[CH:33]=4)[N:28]=[C:27]([N:45]4[CH2:46][CH2:47][CH:42]([N:37]5[CH2:41][CH2:40][CH2:39][CH2:38]5)[CH2:43][CH2:44]4)[N:26]=3)=[CH:19][CH:18]=2)=[O:15])[CH2:10][CH2:9]1)[C:2]1[CH:7]=[CH:6][CH:5]=[CH:4][CH:3]=1, predict the reactants needed to synthesize it. (6) Given the product [C:1]([N:5]1[CH2:9][C@@H:8]([C:10]2[CH:11]=[CH:12][CH:13]=[CH:14][CH:15]=2)[N:7]([CH:16]2[CH2:17][CH2:18][N:19]([CH2:22][C:23]3[CH:28]=[N:27][C:26]([O:29][C:30]4[CH:37]=[CH:36][C:33]([C:34]5[N:41]=[N:42][NH:43][N:35]=5)=[CH:32][CH:31]=4)=[CH:25][CH:24]=3)[CH2:20][CH2:21]2)[C:6]1=[O:38])([CH3:4])([CH3:2])[CH3:3], predict the reactants needed to synthesize it. The reactants are: [C:1]([N:5]1[CH2:9][C@@H:8]([C:10]2[CH:15]=[CH:14][CH:13]=[CH:12][CH:11]=2)[N:7]([CH:16]2[CH2:21][CH2:20][N:19]([CH2:22][C:23]3[CH:24]=[CH:25][C:26]([O:29][C:30]4[CH:37]=[CH:36][C:33]([C:34]#[N:35])=[CH:32][CH:31]=4)=[N:27][CH:28]=3)[CH2:18][CH2:17]2)[C:6]1=[O:38])([CH3:4])([CH3:3])[CH3:2].[NH4+].[Cl-].[N-:41]=[N+:42]=[N-:43].[Na+]. (7) Given the product [Cl:1][C:2]1[CH:7]=[C:6]([Cl:8])[CH:5]=[CH:4][C:3]=1[C@@:9]1([CH2:28][N:29]2[CH:33]=[CH:32][N:31]=[CH:30]2)[O:13][C@H:12]([CH2:14][O:15][C:16]2[CH:17]=[CH:18][C:19]([N:22]3[CH2:23][CH2:24][N:25]([C:37]([NH:36][CH2:34][CH3:35])=[O:38])[CH2:26][CH2:27]3)=[CH:20][CH:21]=2)[CH2:11][O:10]1, predict the reactants needed to synthesize it. The reactants are: [Cl:1][C:2]1[CH:7]=[C:6]([Cl:8])[CH:5]=[CH:4][C:3]=1[C@@:9]1([CH2:28][N:29]2[CH:33]=[CH:32][N:31]=[CH:30]2)[O:13][C@H:12]([CH2:14][O:15][C:16]2[CH:21]=[CH:20][C:19]([N:22]3[CH2:27][CH2:26][NH:25][CH2:24][CH2:23]3)=[CH:18][CH:17]=2)[CH2:11][O:10]1.[CH2:34]([N:36]=[C:37]=[O:38])[CH3:35].